Dataset: Reaction yield outcomes from USPTO patents with 853,638 reactions. Task: Predict the reaction yield, written as a fraction of the theoretical maximum amount of product (1.0 means a 100% yield; for example, 0.34 means a 34% yield). (1) No catalyst specified. The product is [C:6]([C:2]1[S:1][C:5]([C:12]([OH:11])=[O:24])=[CH:4][CH:3]=1)#[N:7]. The yield is 0.220. The reactants are [S:1]1[CH:5]=[CH:4][CH:3]=[C:2]1[C:6]#[N:7].C1[CH2:12][O:11]CC1.[Li].CCCCCCC.C1C[O:24]CC1.C(C1C=CC=CC=1)C. (2) The reactants are [CH3:1][O:2][C:3](=[O:22])[NH:4][C:5]1[CH:10]=[CH:9][C:8](B2OC(C)(C)C(C)(C)O2)=[C:7]([O:20][CH3:21])[CH:6]=1.Cl[C:24]1[CH:29]=[CH:28][N:27]=[CH:26][N:25]=1.P([O-])([O-])([O-])=O.[K+].[K+].[K+]. The catalyst is CN(C=O)C.O.C1C=CC([P]([Pd]([P](C2C=CC=CC=2)(C2C=CC=CC=2)C2C=CC=CC=2)([P](C2C=CC=CC=2)(C2C=CC=CC=2)C2C=CC=CC=2)[P](C2C=CC=CC=2)(C2C=CC=CC=2)C2C=CC=CC=2)(C2C=CC=CC=2)C2C=CC=CC=2)=CC=1. The product is [CH3:1][O:2][C:3](=[O:22])[NH:4][C:5]1[CH:10]=[CH:9][C:8]([C:24]2[CH:29]=[CH:28][N:27]=[CH:26][N:25]=2)=[C:7]([O:20][CH3:21])[CH:6]=1. The yield is 0.810. (3) The reactants are [Cr](Cl)([O-])(=O)=O.[NH+]1C=CC=CC=1.[F:12][C:13]1[C:18]([F:19])=[CH:17][C:16]([NH:20][C:21](=[O:26])[C:22]([CH3:25])([CH3:24])[CH3:23])=[C:15]([CH2:27][OH:28])[CH:14]=1. The catalyst is C(Cl)Cl. The product is [F:12][C:13]1[C:18]([F:19])=[CH:17][C:16]([NH:20][C:21](=[O:26])[C:22]([CH3:23])([CH3:24])[CH3:25])=[C:15]([CH:27]=[O:28])[CH:14]=1. The yield is 0.260. (4) The reactants are [CH2:1]([CH:8]1[CH2:13][CH2:12][N:11]([C:14](=[O:18])[CH:15](Br)[CH3:16])[CH2:10][CH2:9]1)[C:2]1[CH:7]=[CH:6][CH:5]=[CH:4][CH:3]=1.[NH2:19][C:20]1[CH:29]=[CH:28][C:23]2[NH:24][C:25](=[O:27])[O:26][C:22]=2[CH:21]=1.C(=O)([O-])[O-].[K+].[K+]. The catalyst is CN(C)C=O. The product is [CH2:1]([CH:8]1[CH2:13][CH2:12][N:11]([C:14](=[O:18])[CH:15]([NH:19][C:20]2[CH:29]=[CH:28][C:23]3[NH:24][C:25](=[O:27])[O:26][C:22]=3[CH:21]=2)[CH3:16])[CH2:10][CH2:9]1)[C:2]1[CH:7]=[CH:6][CH:5]=[CH:4][CH:3]=1. The yield is 0.365. (5) The reactants are [CH3:1][N:2]1[CH2:24][CH2:23][C:5]2[N:6]=[C:7]([N:10]3[CH2:14][CH2:13][C@@H:12]([NH:15]C(=O)OC(C)(C)C)[CH2:11]3)[N:8]=[CH:9][C:4]=2[CH2:3]1.[ClH:25]. The catalyst is CO.O1CCOCC1. The product is [ClH:25].[ClH:25].[ClH:25].[CH3:1][N:2]1[CH2:24][CH2:23][C:5]2[N:6]=[C:7]([N:10]3[CH2:14][CH2:13][C@@H:12]([NH2:15])[CH2:11]3)[N:8]=[CH:9][C:4]=2[CH2:3]1. The yield is 0.690. (6) The reactants are [F:1][CH:2]([F:19])[O:3][C:4]1[CH:9]=[CH:8][C:7]([C:10]#[C:11][C:12]2[CH:13]=[C:14]([OH:18])[CH:15]=[CH:16][CH:17]=2)=[CH:6][CH:5]=1.C(=O)([O-])[O-].[K+].[K+].[I-].[Na+].Br[CH2:29][CH2:30][CH:31]=[C:32]([F:34])[F:33]. The product is [F:33][C:32]([F:34])=[CH:31][CH2:30][CH2:29][O:18][C:14]1[CH:15]=[CH:16][CH:17]=[C:12]([C:11]#[C:10][C:7]2[CH:6]=[CH:5][C:4]([O:3][CH:2]([F:19])[F:1])=[CH:9][CH:8]=2)[CH:13]=1. The yield is 0.462. The catalyst is CCCCCCCC[N+](CCCCCCCC)(CCCCCCCC)C.[Cl-].C(C(C)=O)C.ClCCl. (7) The catalyst is C1COCC1. The reactants are O[CH:2]=[C:3]1[C:11]2[C:6](=[CH:7][C:8]([C:12]([C:14]3[CH:19]=[CH:18][C:17]([NH:20][C:21]([C:23]4N(C)N=C(C)C=4)=[O:22])=[CH:16][CH:15]=3)=[O:13])=[CH:9][CH:10]=2)[NH:5][C:4]1=[O:30].[NH2:31][C:32]1[CH:33]=[CH:34][C:35]([CH3:39])=[C:36]([OH:38])[CH:37]=1. The yield is 0.690. The product is [OH:38][C:36]1[CH:37]=[C:32]([NH:31][CH:2]=[C:3]2[C:11]3[C:6](=[CH:7][C:8]([C:12]([C:14]4[CH:19]=[CH:18][C:17]([NH:20][C:21](=[O:22])[CH3:23])=[CH:16][CH:15]=4)=[O:13])=[CH:9][CH:10]=3)[NH:5][C:4]2=[O:30])[CH:33]=[CH:34][C:35]=1[CH3:39]. (8) The reactants are [N+:1]([C:4]1[CH:11]=[CH:10][CH:9]=[C:8]([N+:12]([O-:14])=[O:13])[C:5]=1[C:6]#[N:7])([O-])=O.[CH2:15](N)[CH3:16]. The catalyst is C1COCC1. The product is [CH2:15]([NH:1][C:4]1[CH:11]=[CH:10][CH:9]=[C:8]([N+:12]([O-:14])=[O:13])[C:5]=1[C:6]#[N:7])[CH3:16]. The yield is 0.880.